The task is: Predict the reactants needed to synthesize the given product.. This data is from Full USPTO retrosynthesis dataset with 1.9M reactions from patents (1976-2016). (1) Given the product [NH3:2].[CH:16]1[CH:15]=[CH:14][C:13]2[NH:12][C:11]3[N:20]=[CH:21][CH:7]=[CH:3][C:10]=3[C:18]=2[CH:17]=1, predict the reactants needed to synthesize it. The reactants are: C[NH:2][C:3]1([C:10]2[C:18]3[C:13](=[CH:14][CH:15]=[CH:16][CH:17]=3)[NH:12][CH:11]=2)[CH:7]=NC(NC)=N1.Cl.[NH3:20].[CH3:21]O. (2) The reactants are: [NH2:1][C:2](=[O:28])[C@H:3]([NH:7][C:8]1[N:13]=[C:12]([NH:14][C:15]2[CH:20]=[C:19]([CH3:21])[CH:18]=[C:17]([CH3:22])[CH:16]=2)[C:11]([C:23]([NH2:25])=[O:24])=[C:10]([O:26]C)[N:9]=1)[CH:4]([CH3:6])[CH3:5].B(Br)(Br)Br. Given the product [NH2:1][C:2](=[O:28])[C@H:3]([NH:7][C:8]1[NH:9][C:10](=[O:26])[C:11]([C:23]([NH2:25])=[O:24])=[C:12]([NH:14][C:15]2[CH:16]=[C:17]([CH3:22])[CH:18]=[C:19]([CH3:21])[CH:20]=2)[N:13]=1)[CH:4]([CH3:6])[CH3:5], predict the reactants needed to synthesize it. (3) The reactants are: C([O:3][C:4]([C:6]1[O:7][C:8]2[CH:14]=[CH:13][C:12]([O:15][CH2:16][CH2:17][N:18]3[CH2:23][CH2:22][C:21]([F:25])([F:24])[CH2:20][CH2:19]3)=[CH:11][C:9]=2[CH:10]=1)=[O:5])C.[OH-].[Li+]. Given the product [F:25][C:21]1([F:24])[CH2:22][CH2:23][N:18]([CH2:17][CH2:16][O:15][C:12]2[CH:13]=[CH:14][C:8]3[O:7][C:6]([C:4]([OH:5])=[O:3])=[CH:10][C:9]=3[CH:11]=2)[CH2:19][CH2:20]1, predict the reactants needed to synthesize it. (4) Given the product [Br:1][C:2]1[CH:10]=[C:9]([CH3:11])[C:5]([C:6]([NH:33][CH2:32][C:31]2[CH:34]=[CH:35][C:28]([Cl:27])=[CH:29][CH:30]=2)=[O:8])=[C:4]([O:12][CH3:13])[CH:3]=1, predict the reactants needed to synthesize it. The reactants are: [Br:1][C:2]1[CH:10]=[C:9]([CH3:11])[C:5]([C:6]([OH:8])=O)=[C:4]([O:12][CH3:13])[CH:3]=1.C(Cl)(=O)C(Cl)=O.C(N(CC)CC)C.[Cl:27][C:28]1[CH:35]=[CH:34][C:31]([CH2:32][NH2:33])=[CH:30][CH:29]=1. (5) Given the product [CH3:1][C:2]1[CH:3]=[CH:4][C:5]2[N:6]([C:8]([CH2:18][N:19]([CH2:34][CH2:35][CH3:36])[C:20](=[O:31])[C:21]3[CH:26]=[CH:25][C:24]([C:27]([F:28])([F:30])[F:29])=[CH:23][CH:22]=3)=[C:9]([C:11]3[CH:16]=[CH:15][C:14]([CH3:17])=[CH:13][CH:12]=3)[N:10]=2)[CH:7]=1, predict the reactants needed to synthesize it. The reactants are: [CH3:1][C:2]1[CH:3]=[CH:4][C:5]2[N:6]([C:8]([CH2:18][NH:19][C:20](=[O:31])[C:21]3[CH:26]=[CH:25][C:24]([C:27]([F:30])([F:29])[F:28])=[CH:23][CH:22]=3)=[C:9]([C:11]3[CH:16]=[CH:15][C:14]([CH3:17])=[CH:13][CH:12]=3)[N:10]=2)[CH:7]=1.[H-].[Na+].[CH2:34](I)[CH2:35][CH3:36].[OH-].[Na+]. (6) Given the product [C:1]1([C:7]2[CH:11]=[C:10]([C:12]3[CH:17]=[CH:16][CH:15]=[CH:14][CH:13]=3)[N:9]([CH2:19][C:20]3[CH:25]=[CH:24][C:23]([CH2:26][OH:27])=[CH:22][CH:21]=3)[N:8]=2)[CH:6]=[CH:5][CH:4]=[CH:3][CH:2]=1, predict the reactants needed to synthesize it. The reactants are: [C:1]1([C:7]2[CH:11]=[C:10]([C:12]3[CH:17]=[CH:16][CH:15]=[CH:14][CH:13]=3)[NH:9][N:8]=2)[CH:6]=[CH:5][CH:4]=[CH:3][CH:2]=1.Cl[CH2:19][C:20]1[CH:25]=[CH:24][C:23]([CH2:26][OH:27])=[CH:22][CH:21]=1.C(=O)([O-])[O-].[K+].[K+].Cl. (7) Given the product [NH2:8][C:6]1[CH:5]=[CH:4][N:3]=[C:2]([N:10]2[CH2:13][CH:12]([C:14]#[N:15])[CH2:11]2)[N:7]=1, predict the reactants needed to synthesize it. The reactants are: Cl[C:2]1[N:7]=[C:6]([NH2:8])[CH:5]=[CH:4][N:3]=1.Cl.[NH:10]1[CH2:13][CH:12]([C:14]#[N:15])[CH2:11]1. (8) The reactants are: P(Br)(Br)[Br:2].[CH2:5]([O:12][C:13]1[CH:18]=[CH:17][C:16]([CH2:19]O)=[CH:15][C:14]=1[Cl:21])[C:6]1[CH:11]=[CH:10][CH:9]=[CH:8][CH:7]=1. Given the product [CH2:5]([O:12][C:13]1[CH:18]=[CH:17][C:16]([CH2:19][Br:2])=[CH:15][C:14]=1[Cl:21])[C:6]1[CH:11]=[CH:10][CH:9]=[CH:8][CH:7]=1, predict the reactants needed to synthesize it.